This data is from Catalyst prediction with 721,799 reactions and 888 catalyst types from USPTO. The task is: Predict which catalyst facilitates the given reaction. (1) Reactant: [NH2:1][C:2]1[C:3]([C:15]([NH2:17])=[O:16])=[CH:4][C:5]2[C:13]3[C:8](=[CH:9][CH:10]=[CH:11][CH:12]=3)[NH:7][C:6]=2[N:14]=1.[H-].[Na+].Br[CH:21]([CH3:23])[CH3:22]. Product: [NH2:1][C:2]1[C:3]([C:15]([NH2:17])=[O:16])=[CH:4][C:5]2[C:13]3[C:8](=[CH:9][CH:10]=[CH:11][CH:12]=3)[N:7]([CH:21]([CH3:23])[CH3:22])[C:6]=2[N:14]=1. The catalyst class is: 3. (2) Reactant: [N+:1]([C:4]1[CH:9]=[CH:8][CH:7]=[CH:6][C:5]=1[S:10]([NH:13][C:14]1[CH:19]=[CH:18][C:17]([O:20][C:21]([F:24])([F:23])[F:22])=[CH:16][CH:15]=1)(=[O:12])=[O:11])([O-:3])=[O:2].O[CH2:26][CH2:27][C@@H:28]1[CH2:33][N:32]([C:34]([O:36][CH2:37][C:38]2[CH:43]=[CH:42][CH:41]=[CH:40][CH:39]=2)=[O:35])[CH2:31][CH2:30][N:29]1[C:44]([O:46][C:47]([CH3:50])([CH3:49])[CH3:48])=[O:45].C1(P(C2C=CC=CC=2)C2C=CC=CC=2)C=CC=CC=1.CCOC(/N=N/C(OCC)=O)=O. Product: [N+:1]([C:4]1[CH:9]=[CH:8][CH:7]=[CH:6][C:5]=1[S:10]([N:13]([C:14]1[CH:19]=[CH:18][C:17]([O:20][C:21]([F:24])([F:22])[F:23])=[CH:16][CH:15]=1)[CH2:26][CH2:27][C@@H:28]1[CH2:33][N:32]([C:34]([O:36][CH2:37][C:38]2[CH:43]=[CH:42][CH:41]=[CH:40][CH:39]=2)=[O:35])[CH2:31][CH2:30][N:29]1[C:44]([O:46][C:47]([CH3:48])([CH3:50])[CH3:49])=[O:45])(=[O:11])=[O:12])([O-:3])=[O:2]. The catalyst class is: 11. (3) Reactant: [Cl:1][C:2]1[CH:3]=[CH:4][C:5]2[N:6]([N:8]=[C:9]([NH:11][C:12]3[CH:17]=[CH:16][C:15]([S:18]([CH3:21])(=[O:20])=[O:19])=[CH:14][C:13]=3[O:22][CH3:23])[N:10]=2)[CH:7]=1.[H-].[Na+].Cl[C:27]([O:29][C:30]1[CH:35]=[CH:34][C:33]([N+:36]([O-:38])=[O:37])=[CH:32][CH:31]=1)=[O:28].Cl. Product: [Cl:1][C:2]1[CH:3]=[CH:4][C:5]2[N:6]([N:8]=[C:9]([N:11]([C:12]3[CH:17]=[CH:16][C:15]([S:18]([CH3:21])(=[O:19])=[O:20])=[CH:14][C:13]=3[O:22][CH3:23])[C:27](=[O:28])[O:29][C:30]3[CH:31]=[CH:32][C:33]([N+:36]([O-:38])=[O:37])=[CH:34][CH:35]=3)[N:10]=2)[CH:7]=1. The catalyst class is: 1. (4) Reactant: [Br:1][C:2]1[CH:3]=[C:4]([N+:11]([O-:13])=[O:12])[CH:5]=[C:6]2[C:10]=1[NH:9][CH:8]=[CH:7]2.[CH3:14][C:15](C)([O-])C.[K+].C(I)C.O. Product: [Br:1][C:2]1[CH:3]=[C:4]([N+:11]([O-:13])=[O:12])[CH:5]=[C:6]2[C:10]=1[N:9]([CH2:14][CH3:15])[CH:8]=[CH:7]2. The catalyst class is: 42. (5) Reactant: [CH2:1]([N:3]1[C:7]([C:8]2[CH:9]=[C:10]3[C:14](=[CH:15][CH:16]=2)[NH:13][C:12]([CH:17]2[CH2:22][CH2:21][NH:20][CH2:19][CH2:18]2)=[CH:11]3)=[CH:6][C:5]([C:23]([F:26])([F:25])[F:24])=[N:4]1)[CH3:2].[C:27](OC(=O)C)(=[O:29])[CH3:28]. Product: [CH2:1]([N:3]1[C:7]([C:8]2[CH:9]=[C:10]3[C:14](=[CH:15][CH:16]=2)[NH:13][C:12]([CH:17]2[CH2:18][CH2:19][N:20]([C:27](=[O:29])[CH3:28])[CH2:21][CH2:22]2)=[CH:11]3)=[CH:6][C:5]([C:23]([F:25])([F:26])[F:24])=[N:4]1)[CH3:2]. The catalyst class is: 2. (6) Product: [CH3:64][O:65][CH2:66][CH:67]([CH3:68])[O:44][C:40]1[CH:39]=[C:38]2[C:43](=[CH:42][CH:41]=1)[N:35]([CH3:34])[CH:36]=[C:37]2[C:45]1[N:53]([S:54]([C:57]2[CH:62]=[CH:61][C:60]([CH3:63])=[CH:59][CH:58]=2)(=[O:56])=[O:55])[C:48]2=[N:49][CH:50]=[CH:51][CH:52]=[C:47]2[CH:46]=1. The catalyst class is: 11. Reactant: C1(P(C2C=CC=CC=2)C2C=CC=CC=2)C=CC=CC=1.C(OC([N+](C(OC(C)C)=O)=[N-])=O)(C)C.[CH3:34][N:35]1[C:43]2[C:38](=[CH:39][C:40]([OH:44])=[CH:41][CH:42]=2)[C:37]([C:45]2[N:53]([S:54]([C:57]3[CH:62]=[CH:61][C:60]([CH3:63])=[CH:59][CH:58]=3)(=[O:56])=[O:55])[C:48]3=[N:49][CH:50]=[CH:51][CH:52]=[C:47]3[CH:46]=2)=[CH:36]1.[CH3:64][O:65][CH2:66][CH:67](O)[CH3:68].